This data is from Peptide-MHC class I binding affinity with 185,985 pairs from IEDB/IMGT. The task is: Regression. Given a peptide amino acid sequence and an MHC pseudo amino acid sequence, predict their binding affinity value. This is MHC class I binding data. (1) The peptide sequence is MTIREFPRK. The MHC is H-2-Dd with pseudo-sequence H-2-Dd. The binding affinity (normalized) is 0. (2) The peptide sequence is VEITPYKPTW. The MHC is HLA-A29:02 with pseudo-sequence HLA-A29:02. The binding affinity (normalized) is 0.309. (3) The peptide sequence is VTISKDNLER. The MHC is HLA-A11:01 with pseudo-sequence HLA-A11:01. The binding affinity (normalized) is 0.758.